From a dataset of Reaction yield outcomes from USPTO patents with 853,638 reactions. Predict the reaction yield, written as a fraction of the theoretical maximum amount of product (1.0 means a 100% yield; for example, 0.34 means a 34% yield). The reactants are [NH:1]1[CH2:9][CH2:8][CH:4]([C:5]([OH:7])=[O:6])[CH2:3][CH2:2]1.[C:10](OC(=O)C)(=[O:12])[CH3:11]. The catalyst is C(OCC)(=O)C. The product is [C:10]([N:1]1[CH2:9][CH2:8][CH:4]([C:5]([OH:7])=[O:6])[CH2:3][CH2:2]1)(=[O:12])[CH3:11]. The yield is 0.898.